This data is from Full USPTO retrosynthesis dataset with 1.9M reactions from patents (1976-2016). The task is: Predict the reactants needed to synthesize the given product. Given the product [Br:1][C:2]1[C:3]([O:12][CH2:10][CH3:11])=[N:4][CH:5]=[CH:6][C:7]=1[CH3:8], predict the reactants needed to synthesize it. The reactants are: [Br:1][C:2]1[C:3](Cl)=[N:4][CH:5]=[CH:6][C:7]=1[CH3:8].[CH2:10]([OH:12])[CH3:11].[H-].[Na+].